Dataset: NCI-60 drug combinations with 297,098 pairs across 59 cell lines. Task: Regression. Given two drug SMILES strings and cell line genomic features, predict the synergy score measuring deviation from expected non-interaction effect. (1) Drug 1: CC12CCC(CC1=CCC3C2CCC4(C3CC=C4C5=CN=CC=C5)C)O. Drug 2: C1CC(=O)NC(=O)C1N2C(=O)C3=CC=CC=C3C2=O. Cell line: UACC-257. Synergy scores: CSS=2.86, Synergy_ZIP=-0.770, Synergy_Bliss=0.782, Synergy_Loewe=-1.62, Synergy_HSA=0.0997. (2) Drug 1: CC12CCC(CC1=CCC3C2CCC4(C3CC=C4C5=CN=CC=C5)C)O. Drug 2: CN(CCCl)CCCl.Cl. Cell line: SK-MEL-2. Synergy scores: CSS=-1.82, Synergy_ZIP=2.27, Synergy_Bliss=4.13, Synergy_Loewe=-2.58, Synergy_HSA=-1.88. (3) Drug 1: COC1=CC(=CC(=C1O)OC)C2C3C(COC3=O)C(C4=CC5=C(C=C24)OCO5)OC6C(C(C7C(O6)COC(O7)C8=CC=CS8)O)O. Drug 2: CC1=C(C=C(C=C1)C(=O)NC2=CC(=CC(=C2)C(F)(F)F)N3C=C(N=C3)C)NC4=NC=CC(=N4)C5=CN=CC=C5. Cell line: SK-MEL-28. Synergy scores: CSS=4.02, Synergy_ZIP=-5.67, Synergy_Bliss=0.625, Synergy_Loewe=-14.9, Synergy_HSA=-2.64. (4) Drug 1: C1=CC(=CC=C1CCC2=CNC3=C2C(=O)NC(=N3)N)C(=O)NC(CCC(=O)O)C(=O)O. Drug 2: C#CCC(CC1=CN=C2C(=N1)C(=NC(=N2)N)N)C3=CC=C(C=C3)C(=O)NC(CCC(=O)O)C(=O)O. Cell line: RXF 393. Synergy scores: CSS=5.79, Synergy_ZIP=-4.61, Synergy_Bliss=-5.77, Synergy_Loewe=-6.24, Synergy_HSA=-5.86.